This data is from Peptide-MHC class I binding affinity with 185,985 pairs from IEDB/IMGT. The task is: Regression. Given a peptide amino acid sequence and an MHC pseudo amino acid sequence, predict their binding affinity value. This is MHC class I binding data. (1) The peptide sequence is MWYWGPSLY. The MHC is HLA-A68:01 with pseudo-sequence HLA-A68:01. The binding affinity (normalized) is 0.123. (2) The peptide sequence is YNTPTFAIKK. The MHC is Mamu-B8301 with pseudo-sequence Mamu-B8301. The binding affinity (normalized) is 1.00. (3) The peptide sequence is RRARSLSAERY. The MHC is HLA-A02:01 with pseudo-sequence HLA-A02:01. The binding affinity (normalized) is 0.00606. (4) The peptide sequence is GSEELRSLY. The MHC is HLA-B35:03 with pseudo-sequence HLA-B35:03. The binding affinity (normalized) is 0. (5) The peptide sequence is PMEIYGLV. The MHC is H-2-Kb with pseudo-sequence H-2-Kb. The binding affinity (normalized) is 0.